Dataset: Forward reaction prediction with 1.9M reactions from USPTO patents (1976-2016). Task: Predict the product of the given reaction. (1) Given the reactants [OH:1][C:2]1[CH:3]=[C:4]([CH:8]=[CH:9][C:10]=1[OH:11])[CH:5]=[N:6]O.[ClH:12], predict the reaction product. The product is: [ClH:12].[OH:1][C:2]1[CH:3]=[C:4]([CH:8]=[CH:9][C:10]=1[OH:11])[CH2:5][NH2:6]. (2) Given the reactants C(N(CC)C(C)C)(C)C.Cl.Cl.[CH3:12][Si:13]([CH3:40])([CH3:39])[CH2:14][CH2:15][O:16][CH2:17][N:18]1[C:22]2[N:23]=[CH:24][N:25]=[C:26]([C:27]3[CH:28]=[N:29][N:30]([C:32]4([CH2:36][C:37]#[N:38])[CH2:35][NH:34][CH2:33]4)[CH:31]=3)[C:21]=2[CH:20]=[CH:19]1.Cl[C:42]1[N:43]=[CH:44][C:45]([C:48]([NH:50][C@H:51]([CH3:56])[C:52]([F:55])([F:54])[F:53])=[O:49])=[N:46][CH:47]=1.C([O-])(O)=O.[Na+], predict the reaction product. The product is: [C:37]([CH2:36][C:32]1([N:30]2[CH:31]=[C:27]([C:26]3[C:21]4[CH:20]=[CH:19][N:18]([CH2:17][O:16][CH2:15][CH2:14][Si:13]([CH3:39])([CH3:12])[CH3:40])[C:22]=4[N:23]=[CH:24][N:25]=3)[CH:28]=[N:29]2)[CH2:33][N:34]([C:42]2[N:43]=[CH:44][C:45]([C:48]([NH:50][C@H:51]([CH3:56])[C:52]([F:55])([F:54])[F:53])=[O:49])=[N:46][CH:47]=2)[CH2:35]1)#[N:38]. (3) The product is: [CH2:1]([N:8]1[CH2:13][CH2:12][C:11]([CH3:22])([C:14]2[CH:19]=[CH:18][CH:17]=[C:16]([CH2:20][CH2:21][OH:29])[CH:15]=2)[CH:10]([CH3:23])[CH2:9]1)[CH2:2][CH2:3][CH2:4][CH2:5][CH3:6]. Given the reactants [C:1]([N:8]1[CH2:13][CH2:12][C:11]([CH3:22])([C:14]2[CH:19]=[CH:18][CH:17]=[C:16]([CH:20]=[CH2:21])[CH:15]=2)[CH:10]([CH3:23])[CH2:9]1)(=O)[CH2:2][CH2:3][CH2:4][CH2:5][CH3:6].B.C[N+]([O-:29])(C)C.[Cl-].[Na+], predict the reaction product. (4) The product is: [Br:1][C:2]1[CH:3]=[CH:4][C:5]([F:9])=[C:6]([O:8][CH2:11][CH2:12][O:13][CH3:14])[CH:7]=1. Given the reactants [Br:1][C:2]1[CH:3]=[CH:4][C:5]([F:9])=[C:6]([OH:8])[CH:7]=1.Br[CH2:11][CH2:12][O:13][CH2:14]CBr.C([O-])([O-])=O.[K+].[K+].C([O-])(O)=O.[Na+], predict the reaction product. (5) The product is: [Br:11][C:12]1[C:13]([O:30][CH3:31])=[N:14][CH:15]=[C:16]([CH2:28][O:8][CH2:7][C:4]2[CH:5]=[CH:6][N:1]=[CH:2][CH:3]=2)[C:17]=1[O:18][C:19]1[CH:20]=[C:21]([CH:24]=[C:25]([Cl:27])[CH:26]=1)[C:22]#[N:23]. Given the reactants [N:1]1[CH:6]=[CH:5][C:4]([CH2:7][OH:8])=[CH:3][CH:2]=1.[H-].[Na+].[Br:11][C:12]1[C:13]([O:30][CH3:31])=[N:14][CH:15]=[C:16]([CH2:28]Br)[C:17]=1[O:18][C:19]1[CH:20]=[C:21]([CH:24]=[C:25]([Cl:27])[CH:26]=1)[C:22]#[N:23], predict the reaction product.